This data is from Reaction yield outcomes from USPTO patents with 853,638 reactions. The task is: Predict the reaction yield, written as a fraction of the theoretical maximum amount of product (1.0 means a 100% yield; for example, 0.34 means a 34% yield). The reactants are [CH:1]1([C:5]2[N:6]=[C:7]([CH2:10][CH2:11][C:12]3[CH:36]=[CH:35][N:15]4[C:16](=[O:34])[C:17](/[CH:26]=[C:27](\[CH3:33])/[C:28]([O:30]CC)=[O:29])=[C:18]([N:20]5[CH2:25][CH2:24][O:23][CH2:22][CH2:21]5)[N:19]=[C:14]4[CH:13]=3)[S:8][CH:9]=2)[CH2:4][CH2:3][CH2:2]1.[OH-].[Na+]. The catalyst is CO. The product is [CH:1]1([C:5]2[N:6]=[C:7]([CH2:10][CH2:11][C:12]3[CH:36]=[CH:35][N:15]4[C:16](=[O:34])[C:17](/[CH:26]=[C:27](\[CH3:33])/[C:28]([OH:30])=[O:29])=[C:18]([N:20]5[CH2:25][CH2:24][O:23][CH2:22][CH2:21]5)[N:19]=[C:14]4[CH:13]=3)[S:8][CH:9]=2)[CH2:4][CH2:3][CH2:2]1. The yield is 0.660.